Dataset: Forward reaction prediction with 1.9M reactions from USPTO patents (1976-2016). Task: Predict the product of the given reaction. (1) Given the reactants [C:1]([O:5][C:6]([N:8]1[CH2:11][CH2:10][CH:9]1[C:12](O)=[O:13])=[O:7])([CH3:4])([CH3:3])[CH3:2], predict the reaction product. The product is: [OH:13][CH2:12][CH:9]1[CH2:10][CH2:11][N:8]1[C:6]([O:5][C:1]([CH3:4])([CH3:3])[CH3:2])=[O:7]. (2) Given the reactants [Br:1][C:2]1[CH:3]=[CH:4][C:5]([NH2:8])=[N:6][CH:7]=1.C(O)(=O)C.[CH2:13](OC(OCC)OCC)C.[N-:23]=[N+:24]=[N-:25].[Na+], predict the reaction product. The product is: [Br:1][C:2]1[CH:3]=[CH:4][C:5]([N:8]2[CH:13]=[N:25][N:24]=[N:23]2)=[N:6][CH:7]=1. (3) Given the reactants [CH:1]([CH:3](Cl)[C:4]([O-:6])=[O:5])=O.[C:8]([NH2:16])(=[S:15])[C:9]1[CH:14]=[CH:13][CH:12]=[CH:11][CH:10]=1.[CH3:17][CH2:18]O, predict the reaction product. The product is: [CH2:17]([O:6][C:4]([C:3]1[S:15][C:8]([C:9]2[CH:14]=[CH:13][CH:12]=[CH:11][CH:10]=2)=[N:16][CH:1]=1)=[O:5])[CH3:18]. (4) Given the reactants C(O[C:6]([NH:8][C@H:9]1[CH2:14][CH2:13][C@@H:12]([C:15]([O:17][CH3:18])=[O:16])[CH2:11][C@H:10]1[NH:19][C:20]([C:22]1[S:23][C:24]2[CH2:25][N:26]([CH3:31])[CH2:27][CH2:28][C:29]=2[N:30]=1)=[O:21])=[O:7])(C)(C)C.Cl.[Cl:33][C:34]1[CH:35]=[C:36]2[C:40](=[CH:41][CH:42]=1)[NH:39][C:38](C(O)=O)=[CH:37]2, predict the reaction product. The product is: [ClH:33].[Cl:33][C:34]1[CH:35]=[C:36]2[C:40](=[CH:41][CH:42]=1)[NH:39][C:38]([C:6]([NH:8][C@H:9]1[CH2:14][CH2:13][C@@H:12]([C:15]([O:17][CH3:18])=[O:16])[CH2:11][C@H:10]1[NH:19][C:20]([C:22]1[S:23][C:24]3[CH2:25][N:26]([CH3:31])[CH2:27][CH2:28][C:29]=3[N:30]=1)=[O:21])=[O:7])=[CH:37]2. (5) The product is: [CH3:24][N:2]([CH3:1])[C:3]1[N:8]2[N:9]=[CH:10][C:11]([C:12]([N:64]3[CH2:63][CH2:62][N:61]([C@H:65]([C:68]4[CH:73]=[CH:72][CH:71]=[CH:70][CH:69]=4)[CH2:66][OH:67])[CH2:60][C@H:59]3[CH3:58])=[O:14])=[C:7]2[N:6]=[C:5]([C:15]2[CH:20]=[CH:19][C:18]([O:21][CH3:22])=[CH:17][CH:16]=2)[C:4]=1[F:23]. Given the reactants [CH3:1][N:2]([CH3:24])[C:3]1[N:8]2[N:9]=[CH:10][C:11]([C:12]([OH:14])=O)=[C:7]2[N:6]=[C:5]([C:15]2[CH:20]=[CH:19][C:18]([O:21][CH3:22])=[CH:17][CH:16]=2)[C:4]=1[F:23].CN(C(ON1N=NC2C=CC=NC1=2)=[N+](C)C)C.F[P-](F)(F)(F)(F)F.CCN(C(C)C)C(C)C.[CH3:58][C@H:59]1[NH:64][CH2:63][CH2:62][N:61]([C@H:65]([C:68]2[CH:73]=[CH:72][CH:71]=[CH:70][CH:69]=2)[CH2:66][OH:67])[CH2:60]1, predict the reaction product. (6) The product is: [CH3:39][C:48]([OH:44])([CH3:47])[CH2:5][CH:6]1[S:10][C:9]([C:11]2[NH:12][C:13]3[C:18]([CH:19]=2)=[CH:17][C:16]([O:20][C:21]2[CH:22]=[CH:23][C:24]([S:27]([CH3:30])(=[O:28])=[O:29])=[CH:25][CH:26]=2)=[CH:15][C:14]=3[O:31][CH:32]2[CH2:37][CH2:36][O:35][CH2:34][CH2:33]2)=[N:8][CH2:7]1. Given the reactants C(OC(=O)[CH2:5][CH:6]1[S:10][C:9]([C:11]2[NH:12][C:13]3[C:18]([CH:19]=2)=[CH:17][C:16]([O:20][C:21]2[CH:26]=[CH:25][C:24]([S:27]([CH3:30])(=[O:29])=[O:28])=[CH:23][CH:22]=2)=[CH:15][C:14]=3[O:31][CH:32]2[CH2:37][CH2:36][O:35][CH2:34][CH2:33]2)=[N:8][CH2:7]1)C.[CH3:39][Mg]Br.[Cl-].[NH4+].[O:44]1[CH2:48][CH2:47]CC1, predict the reaction product.